Dataset: Forward reaction prediction with 1.9M reactions from USPTO patents (1976-2016). Task: Predict the product of the given reaction. (1) Given the reactants [C:1]1([C:21]2[CH:26]=[CH:25][CH:24]=[CH:23][CH:22]=2)[CH:6]=[CH:5][C:4]([C@@:7]2([OH:20])[CH2:12][CH2:11][O:10][CH2:9][C@@H:8]2[NH:13][S:14]([CH:17]([CH3:19])[CH3:18])(=[O:16])=[O:15])=[CH:3][CH:2]=1.C1(C2C=CC=CC=2)C=CC([C@]2(O)CCOC[C@H]2NS(C(C)C)(=O)=O)=CC=1.C(=O)=O.CO, predict the reaction product. The product is: [C:1]1([C:21]2[CH:22]=[CH:23][CH:24]=[CH:25][CH:26]=2)[CH:2]=[CH:3][C:4]([C@:7]2([OH:20])[CH2:12][CH2:11][O:10][CH2:9][C@@H:8]2[NH:13][S:14]([CH:17]([CH3:19])[CH3:18])(=[O:16])=[O:15])=[CH:5][CH:6]=1. (2) The product is: [F:32][C:29]1[CH:30]=[CH:31][C:25]2[N:24]=[C:23]([C:18]3[C:17]4[C:16]5[C:11](=[CH:12][CH:13]=[CH:14][CH:15]=5)[N:10]([C:8]5[CH:9]=[CH:2][C:3]([C:4]([NH2:5])=[O:47])=[C:6]([NH:46][CH2:45][C:43]6[N:42]=[CH:41][O:40][CH:44]=6)[CH:7]=5)[C:22]=4[CH:21]=[CH:20][CH:19]=3)[NH:27][C:26]=2[CH:28]=1. Given the reactants F[C:2]1[CH:9]=[C:8]([N:10]2[C:22]3[CH:21]=[CH:20][CH:19]=[C:18]([C:23]4[NH:27][C:26]5[CH:28]=[C:29]([F:32])[CH:30]=[CH:31][C:25]=5[N:24]=4)[C:17]=3[C:16]3[C:11]2=[CH:12][CH:13]=[CH:14][CH:15]=3)[CH:7]=[CH:6][C:3]=1[C:4]#[N:5].C(=O)([O-])[O-].[K+].[K+].Cl.[O:40]1[CH:44]=[C:43]([CH2:45][NH2:46])[N:42]=[CH:41]1.[OH-:47].[Na+].OO, predict the reaction product. (3) The product is: [CH:1]1([C:6]([OH:32])([CH2:22][C:23]2[O:24][C:25]([CH3:31])([CH3:30])[O:26][C:27](=[O:29])[CH:28]=2)[C:7]#[C:8][C:9]2[CH:14]=[CH:13][C:12]([CH:15]([CH3:16])[C:19]#[N:20])=[C:11]([F:21])[CH:10]=2)[CH2:5][CH2:4][CH2:3][CH2:2]1. Given the reactants [CH:1]1([C:6]([OH:32])([CH2:22][C:23]2[O:24][C:25]([CH3:31])([CH3:30])[O:26][C:27](=[O:29])[CH:28]=2)[C:7]#[C:8][C:9]2[CH:14]=[CH:13][C:12]([C:15]3([C:19]#[N:20])CC[CH2:16]3)=[C:11]([F:21])[CH:10]=2)[CH2:5][CH2:4][CH2:3][CH2:2]1.BrC1C=CC(C(C)C#N)=C(F)C=1.BrC1C=CC(C2(C#N)CCC2)=C(F)C=1, predict the reaction product. (4) Given the reactants [Cl:1][C:2]1[CH:7]=[CH:6][CH:5]=[C:4]([O:8][CH3:9])[C:3]=1[CH2:10][C:11]#[N:12].[CH2:13](N)[CH2:14][NH2:15], predict the reaction product. The product is: [Cl:1][C:2]1[CH:7]=[CH:6][CH:5]=[C:4]([O:8][CH3:9])[C:3]=1[CH2:10][C:11]1[NH:15][CH2:14][CH2:13][N:12]=1. (5) The product is: [ClH:22].[C:1]([C:5]1[CH:10]=[CH:9][C:8]([C:11]2[N:12]([C:30]([N:48]3[CH2:47][CH2:46][N:45]([CH2:44][C:43]([N:37]4[CH2:38][CH2:39][O:40][CH2:41][CH2:42]4)=[O:51])[CH2:50][CH2:49]3)=[O:31])[C@H:13]([C:23]3[CH:28]=[CH:27][C:26]([Cl:29])=[CH:25][CH:24]=3)[C@H:14]([C:16]3[CH:17]=[CH:18][C:19]([Cl:22])=[CH:20][CH:21]=3)[N:15]=2)=[C:7]([O:33][CH2:34][CH2:35][F:36])[CH:6]=1)([CH3:4])([CH3:2])[CH3:3]. Given the reactants [C:1]([C:5]1[CH:10]=[CH:9][C:8]([C:11]2[N:12]([C:30](Cl)=[O:31])[C@H:13]([C:23]3[CH:28]=[CH:27][C:26]([Cl:29])=[CH:25][CH:24]=3)[C@H:14]([C:16]3[CH:21]=[CH:20][C:19]([Cl:22])=[CH:18][CH:17]=3)[N:15]=2)=[C:7]([O:33][CH2:34][CH2:35][F:36])[CH:6]=1)([CH3:4])([CH3:3])[CH3:2].[N:37]1([C:43](=[O:51])[CH2:44][N:45]2[CH2:50][CH2:49][NH:48][CH2:47][CH2:46]2)[CH2:42][CH2:41][O:40][CH2:39][CH2:38]1, predict the reaction product. (6) Given the reactants I[C:2]1[CH:7]=[CH:6][C:5]([N+:8]([O-:10])=[O:9])=[CH:4][CH:3]=1.[Br:11][C:12]1[CH:17]=[CH:16][C:15]([SH:18])=[CH:14][CH:13]=1.C(=O)(O)[O-].[Na+], predict the reaction product. The product is: [Br:11][C:12]1[CH:17]=[CH:16][C:15]([S:18][C:2]2[CH:7]=[CH:6][C:5]([N+:8]([O-:10])=[O:9])=[CH:4][CH:3]=2)=[CH:14][CH:13]=1. (7) The product is: [CH2:11]([O:10][C:8](=[O:9])[CH2:7][CH:31]1[O:32][B:28]([OH:29])[C:22]2[CH:21]=[C:20]([OH:19])[CH:27]=[CH:26][C:23]1=2)[CH3:12]. Given the reactants C[Si](Cl)(C)C.Br[CH2:7][C:8]([O:10][CH2:11][CH3:12])=[O:9].O1CCCCC1[O:19][C:20]1[CH:27]=[CH:26][C:23](C=O)=[C:22]([B:28]2[O:32][C:31](C)(C)C(C)(C)[O:29]2)[CH:21]=1.Cl, predict the reaction product.